Dataset: Full USPTO retrosynthesis dataset with 1.9M reactions from patents (1976-2016). Task: Predict the reactants needed to synthesize the given product. (1) Given the product [O:16]=[C:15]1[C:14]2[C:9](=[CH:10][CH:11]=[CH:12][CH:13]=2)[C:8](=[O:17])[N:7]1[CH2:6][C:5]1[N:25]2[N:24]=[C:23]([C:26]3[CH:31]=[CH:30][C:29]([O:32][C:33]4[CH:38]=[CH:37][CH:36]=[CH:35][CH:34]=4)=[CH:28][CH:27]=3)[C:22]([C:21]#[N:20])=[C:19]2[N:2]=[CH:3][CH:4]=1, predict the reactants needed to synthesize it. The reactants are: C[N:2]([CH3:19])/[CH:3]=[CH:4]/[C:5](=O)[CH2:6][N:7]1[C:15](=[O:16])[C:14]2[C:9](=[CH:10][CH:11]=[CH:12][CH:13]=2)[C:8]1=[O:17].[NH2:20][C:21]1[NH:25][N:24]=[C:23]([C:26]2[CH:31]=[CH:30][C:29]([O:32][C:33]3[CH:38]=[CH:37][CH:36]=[CH:35][CH:34]=3)=[CH:28][CH:27]=2)[C:22]=1C#N. (2) Given the product [NH2:17][S:14]([N:1]1[CH2:5][CH2:4][C@@H:3]([NH:6][C:7](=[O:13])[O:8][C:9]([CH3:10])([CH3:12])[CH3:11])[CH2:2]1)(=[O:16])=[O:15], predict the reactants needed to synthesize it. The reactants are: [NH:1]1[CH2:5][CH2:4][C@@H:3]([NH:6][C:7](=[O:13])[O:8][C:9]([CH3:12])([CH3:11])[CH3:10])[CH2:2]1.[S:14](N)([NH2:17])(=[O:16])=[O:15]. (3) Given the product [CH3:1][O:2][C:3](=[O:12])[C:4]1[CH:5]=[C:6]([NH:19][C:15]2[CH:14]=[N:13][CH:18]=[CH:17][CH:16]=2)[CH:7]=[C:8]([Br:10])[CH:9]=1, predict the reactants needed to synthesize it. The reactants are: [CH3:1][O:2][C:3](=[O:12])[C:4]1[CH:9]=[C:8]([Br:10])[CH:7]=[C:6](Br)[CH:5]=1.[N:13]1[CH:18]=[CH:17][CH:16]=[C:15]([NH2:19])[CH:14]=1.COC(=O)C1C=C(NC2C=NC=CC=2)C=C(C2C=CC=C3C=2C=CN3)C=1. (4) Given the product [F:1][C:2]1[CH:3]=[CH:4][C:5]([C:8]([CH3:14])([CH2:13][CH2:25][CH:26]([CH3:28])[CH3:27])[C:9]([O:11][CH3:12])=[O:10])=[CH:6][CH:7]=1, predict the reactants needed to synthesize it. The reactants are: [F:1][C:2]1[CH:7]=[CH:6][C:5]([CH:8]([CH3:13])[C:9]([O:11][CH3:12])=[O:10])=[CH:4][CH:3]=1.[CH3:14][Si](C)(C)[N-][Si](C)(C)C.[Li+].C(Br)[CH2:25][CH:26]([CH3:28])[CH3:27].